This data is from Full USPTO retrosynthesis dataset with 1.9M reactions from patents (1976-2016). The task is: Predict the reactants needed to synthesize the given product. (1) Given the product [CH2:1]([O:4][C:5]1([CH3:38])[CH2:10][CH2:9][N:8]([C:11]2[N:16]3[N:17]=[C:18]([CH2:20][I:39])[CH:19]=[C:15]3[N:14]=[C:13]([CH3:26])[C:12]=2[C@H:27]([O:33][C:34]([CH3:37])([CH3:36])[CH3:35])[C:28]([O:30][CH2:31][CH3:32])=[O:29])[CH2:7][CH2:6]1)[CH:2]=[CH2:3], predict the reactants needed to synthesize it. The reactants are: [CH2:1]([O:4][C:5]1([CH3:38])[CH2:10][CH2:9][N:8]([C:11]2[N:16]3[N:17]=[C:18]([CH2:20]OS(C)(=O)=O)[CH:19]=[C:15]3[N:14]=[C:13]([CH3:26])[C:12]=2[C@H:27]([O:33][C:34]([CH3:37])([CH3:36])[CH3:35])[C:28]([O:30][CH2:31][CH3:32])=[O:29])[CH2:7][CH2:6]1)[CH:2]=[CH2:3].[I-:39].[Na+]. (2) Given the product [CH3:17][N:18]1[CH2:25][CH:24]2[C:26](=[CH:6][C:4]([O:3][CH2:2][CH3:1])=[O:5])[CH:20]([C@H:21]([CH3:29])[CH2:22][C@H:23]2[CH3:28])[CH2:19]1, predict the reactants needed to synthesize it. The reactants are: [CH3:1][CH2:2][O:3][C:4]([CH2:6]P(OCC)(OCC)=O)=[O:5].[H-].[Na+].[CH3:17][N:18]1[CH2:25][CH:24]2[C:26](=O)[CH:20]([C@H:21]([CH3:29])[CH2:22][C@H:23]2[CH3:28])[CH2:19]1.C(OCC)(=O)C. (3) The reactants are: [Br:1][C:2]1[CH:7]=[CH:6][C:5]([F:8])=[C:4]([N+:9]([O-])=O)[C:3]=1[CH3:12].O.O.[Sn](Cl)Cl.Cl.C(=O)([O-])[O-].[K+].[K+]. Given the product [Br:1][C:2]1[C:3]([CH3:12])=[C:4]([C:5]([F:8])=[CH:6][CH:7]=1)[NH2:9], predict the reactants needed to synthesize it. (4) Given the product [F:23][C:21]1[CH:22]=[C:17]([CH:14]2[CH2:13][CH2:12][C:11](=[O:10])[CH2:16][CH2:15]2)[CH:18]=[C:19]([F:24])[CH:20]=1, predict the reactants needed to synthesize it. The reactants are: C1(C)C=CC=CC=1.C1O[C:11]2([CH2:16][CH2:15][CH:14]([C:17]3[CH:22]=[C:21]([F:23])[CH:20]=[C:19]([F:24])[CH:18]=3)[CH2:13][CH2:12]2)[O:10]C1.C(O)=O. (5) Given the product [CH3:33][O:34][C:35](=[O:41])[C@@H:36]([NH:40][C:21]([C:20]1[C:16]([C:13]2[CH:12]=[CH:11][C:10]([NH:9][C:7]3[S:8][C:4]4[CH:3]=[C:2]([F:1])[CH:31]=[CH:30][C:5]=4[N:6]=3)=[CH:15][CH:14]=2)=[N:17][O:18][C:19]=1[C:24]1[CH:25]=[CH:26][CH:27]=[CH:28][CH:29]=1)=[O:23])[CH2:37][O:38][CH3:39], predict the reactants needed to synthesize it. The reactants are: [F:1][C:2]1[CH:31]=[CH:30][C:5]2[N:6]=[C:7]([NH:9][C:10]3[CH:15]=[CH:14][C:13]([C:16]4[C:20]([C:21]([OH:23])=O)=[C:19]([C:24]5[CH:29]=[CH:28][CH:27]=[CH:26][CH:25]=5)[O:18][N:17]=4)=[CH:12][CH:11]=3)[S:8][C:4]=2[CH:3]=1.Cl.[CH3:33][O:34][C:35](=[O:41])[C@@H:36]([NH2:40])[CH2:37][O:38][CH3:39].[K+].[Br-].